Dataset: Full USPTO retrosynthesis dataset with 1.9M reactions from patents (1976-2016). Task: Predict the reactants needed to synthesize the given product. (1) Given the product [C:1]([C:5]1[CH:6]=[CH:7][C:8]([CH3:11])=[C:9]([N+:12]([O-:14])=[O:13])[CH:10]=1)([CH3:4])([CH3:3])[CH3:2], predict the reactants needed to synthesize it. The reactants are: [C:1]([C:5]1[CH:10]=[CH:9][C:8]([CH3:11])=[CH:7][CH:6]=1)([CH3:4])([CH3:3])[CH3:2].[N+:12]([O-])([OH:14])=[O:13]. (2) Given the product [CH2:23]([C:20]1[CH:19]=[CH:18][C:17]([CH2:16][C:14]2[CH:13]=[CH:12][C:11]([F:25])=[C:10]([CH:15]=2)[CH2:9][P:4](=[O:3])([OH:8])[OH:5])=[CH:22][CH:21]=1)[CH3:24], predict the reactants needed to synthesize it. The reactants are: C([O:3][P:4]([CH2:9][C:10]1[CH:15]=[C:14]([CH2:16][C:17]2[CH:22]=[CH:21][C:20]([CH2:23][CH3:24])=[CH:19][CH:18]=2)[CH:13]=[CH:12][C:11]=1[F:25])(=[O:8])[O:5]CC)C.Br[Si](C)(C)C.CO. (3) Given the product [F:58][C:55]([F:56])([F:57])[C:54]1[C:49]([CH2:48][N:1]2[C:9]3[C:4](=[CH:5][CH:6]=[CH:7][CH:8]=3)[C:3]3([C:21]4[C:12](=[CH:13][C:14]5[CH2:15][CH2:16][CH2:17][O:18][C:19]=5[CH:20]=4)[O:11][CH2:10]3)[C:2]2=[O:22])=[N:50][CH:51]=[CH:52][CH:53]=1, predict the reactants needed to synthesize it. The reactants are: [NH:1]1[C:9]2[C:4](=[CH:5][CH:6]=[CH:7][CH:8]=2)[C:3]2([C:21]3[C:12](=[CH:13][C:14]4[CH2:15][CH2:16][CH2:17][O:18][C:19]=4[CH:20]=3)[O:11][CH2:10]2)[C:2]1=[O:22].FC1C2OCCOC=2C=C2OCC3(C4C(=CC=CC=4)NC3=O)C=12.Cl.Cl[CH2:48][C:49]1[C:54]([C:55]([F:58])([F:57])[F:56])=[CH:53][CH:52]=[CH:51][N:50]=1.Br.BrCC1C=CC=CN=1. (4) Given the product [F:6][C:7]1[C:8]([C:16]([F:19])([F:18])[F:17])=[CH:9][C:10]([C:13]2[NH:22][O:43][C:5](=[O:1])[N:15]=2)=[N:11][CH:12]=1, predict the reactants needed to synthesize it. The reactants are: [O:1]1[CH2:5]CCC1.[F:6][C:7]1[C:8]([C:16]([F:19])([F:18])[F:17])=[CH:9][C:10]([C:13]([NH2:15])=O)=[N:11][CH:12]=1.C(N1C=CN=C1)([N:22]1C=CN=C1)=O.N12CCCN=C1CCCCC2.[OH2:43]. (5) Given the product [CH3:9][O:8][C:6](=[O:7])[C:5]1[CH:4]=[CH:3][C:2]([O:1][CH2:18][C:19]2[CH:24]=[CH:23][CH:22]=[CH:21][CH:20]=2)=[CH:11][CH:10]=1, predict the reactants needed to synthesize it. The reactants are: [OH:1][C:2]1[CH:11]=[CH:10][C:5]([C:6]([O:8][CH3:9])=[O:7])=[CH:4][CH:3]=1.C(=O)([O-])[O-].[K+].[K+].[CH2:18](Br)[C:19]1[CH:24]=[CH:23][CH:22]=[CH:21][CH:20]=1. (6) The reactants are: P(Cl)(Cl)(Cl)=O.[NH2:6][NH:7][C:8](N)=O.[C:11]([O:16][CH2:17][CH3:18])(=[O:15])[C:12]([CH3:14])=O.[OH-].[Na+].Cl.CN(C)[CH:24]=[O:25]. Given the product [CH2:17]([O:16][C:11]([C:12]1[C:14]([CH:24]=[O:25])=[CH:8][NH:7][N:6]=1)=[O:15])[CH3:18], predict the reactants needed to synthesize it.